From a dataset of Full USPTO retrosynthesis dataset with 1.9M reactions from patents (1976-2016). Predict the reactants needed to synthesize the given product. (1) Given the product [Cl:1][C:2]1[CH:3]=[N:4][C:5]2[N:6]([N:8]=[C:9]([C:11]([N:20]3[CH2:19][CH2:18][C:17]4[C:22](=[CH:23][C:24]([F:25])=[C:15]([F:14])[CH:16]=4)[CH:21]3[CH3:26])=[O:13])[CH:10]=2)[CH:7]=1, predict the reactants needed to synthesize it. The reactants are: [Cl:1][C:2]1[CH:3]=[N:4][C:5]2[N:6]([N:8]=[C:9]([C:11]([OH:13])=O)[CH:10]=2)[CH:7]=1.[F:14][C:15]1[CH:16]=[C:17]2[C:22](=[CH:23][C:24]=1[F:25])[CH:21]([CH3:26])[NH:20][CH2:19][CH2:18]2. (2) Given the product [F:1][C:2]1[CH:7]=[C:6]([S:8]([CH3:10])=[O:9])[CH:5]=[C:4]([F:11])[C:3]=1[C:12]1[N:17]=[C:16]([C:18]([OH:20])=[O:19])[CH:15]=[CH:14][C:13]=1[F:22], predict the reactants needed to synthesize it. The reactants are: [F:1][C:2]1[CH:7]=[C:6]([S:8]([CH3:10])=[O:9])[CH:5]=[C:4]([F:11])[C:3]=1[C:12]1[N:17]=[C:16]([C:18]([O:20]C)=[O:19])[CH:15]=[CH:14][C:13]=1[F:22].[OH-].[Na+].Cl. (3) Given the product [CH3:1][O:2][CH2:3][CH2:4][O:5][CH2:27][C:23]1[CH:22]=[C:21]([CH:26]=[CH:25][N:24]=1)[C:20]([NH:19][C:17]1[S:18][C:14]2[C:13]([N:31]3[CH2:32][CH2:33][O:34][CH2:35][CH2:36]3)=[CH:12][CH:11]=[C:10]([O:9][CH3:8])[C:15]=2[N:16]=1)=[O:30], predict the reactants needed to synthesize it. The reactants are: [CH3:1][O:2][CH2:3][CH2:4][OH:5].[H-].[Na+].[CH3:8][O:9][C:10]1[C:15]2[N:16]=[C:17]([NH:19][C:20](=[O:30])[C:21]3[CH:26]=[CH:25][N:24]=[C:23]([CH2:27]NC)[CH:22]=3)[S:18][C:14]=2[C:13]([N:31]2[CH2:36][CH2:35][O:34][CH2:33][CH2:32]2)=[CH:12][CH:11]=1.ClCCl.CO.